This data is from Forward reaction prediction with 1.9M reactions from USPTO patents (1976-2016). The task is: Predict the product of the given reaction. (1) Given the reactants P(=O)(O)(O)O.C([N:10]([CH2:15][CH2:16][CH2:17][CH3:18])[CH2:11][CH2:12][CH2:13][CH3:14])CCC.[C:19](#N)[CH3:20].F[C@@H:23]1[C@@H](COC(=O)C2C=CC(C3C=CC=CC=3)=CC=2)OC(Cl)[CH2:24]1, predict the reaction product. The product is: [CH:15]1([NH:10][CH:11]2[CH2:12][CH2:13][CH2:14][CH2:20][CH2:19]2)[CH2:16][CH2:17][CH2:18][CH2:24][CH2:23]1. (2) Given the reactants [CH:1]1([C:4]([NH:6][C:7]2[NH:11][C:10]3[CH:12]=[CH:13][C:14]([O:16][S:17]([C:20]4[CH:25]=[CH:24][C:23](F)=[CH:22][CH:21]=4)(=[O:19])=[O:18])=[CH:15][C:9]=3[N:8]=2)=[O:5])[CH2:3][CH2:2]1.[NH2:27][CH2:28][CH:29]1[CH2:33][CH2:32][CH2:31][N:30]1[CH2:34][CH3:35].C(=O)([O-])[O-].[Cs+].[Cs+], predict the reaction product. The product is: [CH:1]1([C:4]([NH:6][C:7]2[NH:11][C:10]3[CH:12]=[CH:13][C:14]([O:16][S:17]([C:20]4[CH:25]=[CH:24][C:23]([NH:27][CH2:28][CH:29]5[CH2:33][CH2:32][CH2:31][N:30]5[CH2:34][CH3:35])=[CH:22][CH:21]=4)(=[O:19])=[O:18])=[CH:15][C:9]=3[N:8]=2)=[O:5])[CH2:3][CH2:2]1.